Dataset: Reaction yield outcomes from USPTO patents with 853,638 reactions. Task: Predict the reaction yield, written as a fraction of the theoretical maximum amount of product (1.0 means a 100% yield; for example, 0.34 means a 34% yield). (1) The reactants are [F:1][C:2]1[C:10]([O:11][C:12]2[C:17]3=[C:18]([CH3:22])[C:19]([OH:21])=[CH:20][N:16]3[N:15]=[CH:14][N:13]=2)=[CH:9][CH:8]=[C:7]2[C:3]=1[CH:4]=[C:5]([CH3:23])[NH:6]2.[CH2:24]([CH:26]1[O:28][CH2:27]1)Cl.C(=O)([O-])[O-].[K+].[K+]. The catalyst is CN(C=O)C. The product is [F:1][C:2]1[C:10]([O:11][C:12]2[C:17]3=[C:18]([CH3:22])[C:19]([O:21][CH2:24][CH:26]4[CH2:27][O:28]4)=[CH:20][N:16]3[N:15]=[CH:14][N:13]=2)=[CH:9][CH:8]=[C:7]2[C:3]=1[CH:4]=[C:5]([CH3:23])[NH:6]2. The yield is 0.810. (2) The reactants are [F:1][C:2]1[CH:7]=[C:6]([CH3:8])[CH:5]=[C:4]([O:9]C)[CH:3]=1.B(Br)(Br)Br.O. The catalyst is C(Cl)Cl. The product is [F:1][C:2]1[CH:3]=[C:4]([OH:9])[CH:5]=[C:6]([CH3:8])[CH:7]=1. The yield is 0.990. (3) The reactants are [NH2:1][C:2]1[CH:10]=[CH:9][CH:8]=[C:7]2[C:3]=1[C:4](=[O:20])[N:5]([CH:12]1[CH2:17][CH2:16][C:15](=[O:18])[NH:14][C:13]1=[O:19])[C:6]2=[O:11].[CH3:21][O:22][C:23]1[CH:31]=[CH:30][CH:29]=[CH:28][C:24]=1[C:25](Cl)=[O:26].CO. The catalyst is C1COCC1. The product is [O:19]=[C:13]1[CH:12]([N:5]2[C:4](=[O:20])[C:3]3[C:7](=[CH:8][CH:9]=[CH:10][C:2]=3[NH:1][C:25](=[O:26])[C:24]3[CH:28]=[CH:29][CH:30]=[CH:31][C:23]=3[O:22][CH3:21])[C:6]2=[O:11])[CH2:17][CH2:16][C:15](=[O:18])[NH:14]1. The yield is 0.780. (4) The reactants are [Br:1][C:2]1[CH:7]=[CH:6][CH:5]=[C:4]([CH2:8]Br)[CH:3]=1.[F:10][C:11]([F:23])([F:22])[C:12]1[CH:21]=[C:20]2[C:15]([CH2:16][CH2:17][CH2:18][NH:19]2)=[CH:14][CH:13]=1.C([O-])(=O)C.[Na+]. The catalyst is C(O)C.O. The product is [Br:1][C:2]1[CH:3]=[C:4]([CH:5]=[CH:6][CH:7]=1)[CH2:8][N:19]1[C:20]2[C:15](=[CH:14][CH:13]=[C:12]([C:11]([F:10])([F:22])[F:23])[CH:21]=2)[CH2:16][CH2:17][CH2:18]1. The yield is 0.820. (5) The reactants are [F:1][C:2]1[CH:7]=[CH:6][C:5]([C:8]2[C:12]([C:13]3[CH:18]=[CH:17][N:16]=[C:15]([C:19]#[N:20])[CH:14]=3)=[CH:11][NH:10][N:9]=2)=[CH:4][CH:3]=1.OO.C(=O)([O-])[O-:24].[K+].[K+].O. The catalyst is CS(C)=O. The product is [F:1][C:2]1[CH:3]=[CH:4][C:5]([C:8]2[C:12]([C:13]3[CH:18]=[CH:17][N:16]=[C:15]([C:19]([NH2:20])=[O:24])[CH:14]=3)=[CH:11][NH:10][N:9]=2)=[CH:6][CH:7]=1. The yield is 0.670. (6) The reactants are Br[C:2]1[CH:3]=[CH:4][C:5]2[O:11][CH2:10][CH2:9][N:8]([C:12]([O:14][C:15]([CH3:18])([CH3:17])[CH3:16])=[O:13])[CH2:7][C:6]=2[CH:19]=1.[B:20](OC(C)C)([O:25]C(C)C)[O:21]C(C)C.C([Li])CCC. The catalyst is C1COCC1. The product is [CH3:16][C:15]([O:14][C:12]([N:8]1[CH2:7][C:6]2[CH:19]=[C:2]([B:20]([OH:25])[OH:21])[CH:3]=[CH:4][C:5]=2[O:11][CH2:10][CH2:9]1)=[O:13])([CH3:18])[CH3:17]. The yield is 0.870.